Dataset: Forward reaction prediction with 1.9M reactions from USPTO patents (1976-2016). Task: Predict the product of the given reaction. (1) Given the reactants Br[CH2:2][CH2:3][CH2:4][CH2:5][N:6]1C(=O)C2=CC=CC=C2C1=O.[CH3:17][C:18]1[CH:19]=[C:20]([OH:24])[CH:21]=[CH:22][CH:23]=1, predict the reaction product. The product is: [CH3:17][C:18]1[CH:19]=[C:20]([CH:21]=[CH:22][CH:23]=1)[O:24][CH2:2][CH2:3][CH2:4][CH2:5][NH2:6]. (2) Given the reactants [CH3:16][C:11]1([CH3:17])[C:12]([CH3:15])([CH3:14])[O:13][B:9]([B:9]2[O:13][C:12]([CH3:15])([CH3:14])[C:11]([CH3:17])([CH3:16])[O:10]2)[O:10]1.Br[C:20]1[CH:25]=[CH:24][C:23]([CH2:26][C:27]([NH:29][CH:30]2[CH2:32][CH2:31]2)=[O:28])=[CH:22][CH:21]=1.C([O-])(=O)C.[K+], predict the reaction product. The product is: [CH:30]1([NH:29][C:27](=[O:28])[CH2:26][C:23]2[CH:24]=[CH:25][C:20]([B:9]3[O:10][C:11]([CH3:16])([CH3:17])[C:12]([CH3:14])([CH3:15])[O:13]3)=[CH:21][CH:22]=2)[CH2:31][CH2:32]1. (3) Given the reactants [CH:1]1([C@@H:4]2[O:15][CH2:14][C:7]3=[N:8][O:9][C@@H:10]([CH2:11][O:12][CH3:13])[C@@H:6]3[CH2:5]2)[CH2:3][CH2:2]1.C1([C@@H]2OC[C@]3([C:28]4[CH:33]=[CH:32][C:31]([F:34])=[CH:30][C:29]=4[F:35])NOC[C@@H]3C2)CC1, predict the reaction product. The product is: [CH:1]1([C@@H:4]2[O:15][CH2:14][C@:7]3([C:28]4[CH:33]=[CH:32][C:31]([F:34])=[CH:30][C:29]=4[F:35])[NH:8][O:9][C@@H:10]([CH2:11][O:12][CH3:13])[C@@H:6]3[CH2:5]2)[CH2:2][CH2:3]1. (4) Given the reactants [Br:1][C:2]1[CH:3]=[C:4]([NH:10][C@H:11]2[C@@H:16]([NH:17][C:18](=[O:24])[O:19][C:20]([CH3:23])([CH3:22])[CH3:21])[CH2:15][CH2:14][S:13](=[O:26])(=[O:25])[CH2:12]2)[CH:5]=[N:6][C:7]=1[C:8]#[N:9].C(O)C, predict the reaction product. The product is: [Br:1][C:2]1[CH:3]=[C:4]([NH:10][C@H:11]2[C@@H:16]([NH:17][C:18](=[O:24])[O:19][C:20]([CH3:21])([CH3:22])[CH3:23])[CH2:15][CH2:14][S:13](=[O:25])(=[O:26])[CH2:12]2)[CH:5]=[N:6][C:7]=1[C:8]#[N:9].[Br:1][C:2]1[CH:3]=[C:4]([NH:10][C@@H:11]2[C@H:16]([NH:17][C:18](=[O:24])[O:19][C:20]([CH3:21])([CH3:22])[CH3:23])[CH2:15][CH2:14][S:13](=[O:25])(=[O:26])[CH2:12]2)[CH:5]=[N:6][C:7]=1[C:8]#[N:9]. (5) Given the reactants N(C(C)(C)C#N)=NC(C)(C)C#N.[CH3:13][C:14]1[CH:23]=[C:22]([N+:24]([O-:26])=[O:25])[CH:21]=[CH:20][C:15]=1[C:16]([O:18][CH3:19])=[O:17].[Br:27]N1C(=O)CCC1=O, predict the reaction product. The product is: [Br:27][CH2:13][C:14]1[CH:23]=[C:22]([N+:24]([O-:26])=[O:25])[CH:21]=[CH:20][C:15]=1[C:16]([O:18][CH3:19])=[O:17].